From a dataset of Forward reaction prediction with 1.9M reactions from USPTO patents (1976-2016). Predict the product of the given reaction. (1) Given the reactants [CH2:1]([C:9]1[CH:26]=[CH:25][C:12]([CH2:13][N:14]([C:16]([NH:18][CH2:19][C:20]([O:22]CC)=[O:21])=[O:17])[NH2:15])=[CH:11][CH:10]=1)[CH2:2][CH2:3][CH2:4][CH2:5][CH2:6][CH2:7][CH3:8].C(C1C=CC(NC(=O)NCCC(OCC)=O)=CC=1)CCCCCCC, predict the reaction product. The product is: [CH2:1]([C:9]1[CH:26]=[CH:25][C:12]([CH2:13][N:14]([C:16]([NH:18][CH2:19][C:20]([OH:22])=[O:21])=[O:17])[NH2:15])=[CH:11][CH:10]=1)[CH2:2][CH2:3][CH2:4][CH2:5][CH2:6][CH2:7][CH3:8]. (2) Given the reactants N#N.[CH3:3][C:4]1([CH2:9][CH2:10][CH2:11][CH2:12][C:13]([OH:15])=O)[O:8][CH2:7][CH2:6][O:5]1.CCN(CC)CC.ClC(OCC(C)C)=O.Cl.[CH3:32][O:33][C:34](=[O:39])[C@H:35]([CH2:37][OH:38])[NH2:36], predict the reaction product. The product is: [CH3:32][O:33][C:34](=[O:39])[CH:35]([NH:36][C:13](=[O:15])[CH2:12][CH2:11][CH2:10][CH2:9][C:4]1([CH3:3])[O:5][CH2:6][CH2:7][O:8]1)[CH2:37][OH:38]. (3) Given the reactants [C:1]([O:5][C:6](=[O:50])[NH:7][C@H:8]([C:44]1[CH:49]=[CH:48][CH:47]=[CH:46][CH:45]=1)[C:9]([N:11]1[CH2:16][CH2:15][O:14][CH2:13][CH:12]1[C:17](=[O:43])[NH:18][C:19]1[CH:24]=[CH:23][C:22]([C:25]#[C:26][C:27]2[C:28]([C:35]3[CH:40]=[C:39]([Cl:41])[CH:38]=[CH:37][C:36]=3[OH:42])=[N:29][N:30]([CH2:32][CH2:33][OH:34])[CH:31]=2)=[CH:21][CH:20]=1)=[O:10])([CH3:4])([CH3:3])[CH3:2].ClC1C=CC(O)=C(C2C(C#CC3C=CC(NC([C@@H]4COCCN4)=O)=CC=3)=CN(CCO)N=2)C=1.N(C(OC(C)(C)C)=O)[C@@H](C(O)=O)C1C=CC=CC=1, predict the reaction product. The product is: [C:1]([O:5][C:6](=[O:50])[NH:7][C@H:8]([C:44]1[CH:45]=[CH:46][CH:47]=[CH:48][CH:49]=1)[C:9]([N:11]1[CH2:16][CH2:15][O:14][CH2:13][C@H:12]1[C:17](=[O:43])[NH:18][C:19]1[CH:20]=[CH:21][C:22]([C:25]#[C:26][C:27]2[C:28]([C:35]3[CH:40]=[C:39]([Cl:41])[CH:38]=[CH:37][C:36]=3[OH:42])=[N:29][N:30]([CH2:32][CH2:33][OH:34])[CH:31]=2)=[CH:23][CH:24]=1)=[O:10])([CH3:4])([CH3:2])[CH3:3]. (4) The product is: [NH2:31][CH2:30][CH2:29][CH2:28][N:7]1[C:8](=[O:27])[CH2:9][C:10]2[CH:15]=[N:14][C:13]([NH:16][C:17]3[CH:22]=[CH:21][C:20]([O:23][CH3:24])=[C:19]([O:25][CH3:26])[CH:18]=3)=[N:12][C:11]=2[C:5]2[CH:4]=[CH:3][C:2]([Cl:1])=[CH:42][C:6]1=2. Given the reactants [Cl:1][C:2]1[CH:3]=[CH:4][C:5]2[C:11]3[N:12]=[C:13]([NH:16][C:17]4[CH:22]=[CH:21][C:20]([O:23][CH3:24])=[C:19]([O:25][CH3:26])[CH:18]=4)[N:14]=[CH:15][C:10]=3[CH2:9][C:8](=[O:27])[N:7]([CH2:28][CH2:29][CH2:30][N:31]3C(=O)C4C(=CC=CC=4)C3=O)[C:6]=2[CH:42]=1.CN, predict the reaction product.